This data is from Catalyst prediction with 721,799 reactions and 888 catalyst types from USPTO. The task is: Predict which catalyst facilitates the given reaction. (1) Reactant: FC(F)(F)[C:3](O)=[O:4].[CH3:8][C@@H:9]1[CH2:13][CH2:12][CH2:11][N:10]1[CH2:14][CH2:15][C:16]1[CH:21]=[CH:20][C:19]([C:22]2[CH:27]=[CH:26][C:25]([S:28]([CH2:31][CH:32]=[CH2:33])(=[O:30])=[O:29])=[CH:24][CH:23]=2)=[CH:18][CH:17]=1.C[O-].[Na+].FC(F)(F)C(O)=O. Product: [CH3:3][O:4][CH:32]([CH3:33])[CH2:31][S:28]([C:25]1[CH:26]=[CH:27][C:22]([C:19]2[CH:20]=[CH:21][C:16]([CH2:15][CH2:14][N:10]3[CH2:11][CH2:12][CH2:13][C@H:9]3[CH3:8])=[CH:17][CH:18]=2)=[CH:23][CH:24]=1)(=[O:30])=[O:29]. The catalyst class is: 5. (2) Reactant: [CH2:1]([O:3][C:4](=[O:26])[CH2:5][N:6]1[N:10]=[N:9][C:8]([C:11]2[S:15][C:14]([N:16]3[CH2:25][CH2:24][C:19]4(OCC[O:20]4)[CH2:18][CH2:17]3)=[N:13][CH:12]=2)=[N:7]1)[CH3:2].Cl. Product: [CH2:1]([O:3][C:4](=[O:26])[CH2:5][N:6]1[N:10]=[N:9][C:8]([C:11]2[S:15][C:14]([N:16]3[CH2:17][CH2:18][C:19](=[O:20])[CH2:24][CH2:25]3)=[N:13][CH:12]=2)=[N:7]1)[CH3:2]. The catalyst class is: 1.